This data is from Forward reaction prediction with 1.9M reactions from USPTO patents (1976-2016). The task is: Predict the product of the given reaction. (1) Given the reactants [CH3:1][O:2][C:3]1[CH:8]=[CH:7][CH:6]=[CH:5][C:4]=1[S:9][CH2:10][CH2:11][C:12]([OH:14])=O.C(Cl)(=O)C(Cl)=O.CN(C=O)C.[Sn](Cl)(Cl)(Cl)Cl, predict the reaction product. The product is: [CH3:1][O:2][C:3]1[CH:8]=[CH:7][CH:6]=[C:5]2[C:4]=1[S:9][CH2:10][CH2:11][C:12]2=[O:14]. (2) Given the reactants COC(=O)COC.C(OCC)=O.[Na].[NH2:14][C:15]([NH2:17])=[S:16].C[O:19][C:20](=O)[C:21]([O:24][CH3:25])=[CH:22]O.Cl, predict the reaction product. The product is: [SH:16][C:15]1[NH:17][C:20](=[O:19])[C:21]([O:24][CH3:25])=[CH:22][N:14]=1. (3) Given the reactants Cl.[CH2:2]([O:4][C:5](=[O:9])[CH2:6][CH2:7][NH2:8])[CH3:3].[CH3:10][CH:11]1[CH2:15][CH2:14][CH2:13][C:12]1=O.C([O-])(=O)C.[Na+].C(O[BH-](OC(=O)C)OC(=O)C)(=O)C.[Na+], predict the reaction product. The product is: [CH2:2]([O:4][C:5](=[O:9])[CH2:6][CH2:7][NH:8][CH:13]1[CH2:14][CH2:15][CH:11]([CH3:10])[CH2:12]1)[CH3:3]. (4) Given the reactants [Br:1][C:2]1[S:3][C:4]([NH:15][C:16]([C:18]2[CH:19]=[N:20][N:21]3[CH:26]=[CH:25][CH:24]=[N:23][C:22]=23)=[O:17])=[C:5]([C:7]2[CH:12]=[C:11]([Cl:13])[CH:10]=[CH:9][C:8]=2[OH:14])[N:6]=1.C(=O)([O-])[O-].[Cs+].[Cs+].Cl[C:34]([F:39])([F:38])C([O-])=O.[Na+], predict the reaction product. The product is: [Br:1][C:2]1[S:3][C:4]([NH:15][C:16]([C:18]2[CH:19]=[N:20][N:21]3[CH:26]=[CH:25][CH:24]=[N:23][C:22]=23)=[O:17])=[C:5]([C:7]2[CH:12]=[C:11]([Cl:13])[CH:10]=[CH:9][C:8]=2[O:14][CH:34]([F:39])[F:38])[N:6]=1. (5) Given the reactants BrC1C(CCOS(C)(=O)=O)=NC(OC)=CC=1.C(N)C=C.CCN(CC)CC.C(OC(C(F)(F)F)=O)(C(F)(F)F)=O.C([O-])(O)=O.[Na+].[CH2:46]([N:49]([CH2:56][CH2:57][C:58]1[C:63](Br)=[CH:62][CH:61]=[C:60]([O:65][CH3:66])[N:59]=1)[C:50](=[O:55])[C:51]([F:54])([F:53])[F:52])[CH:47]=[CH2:48].CC([O-])=O.[Na+], predict the reaction product. The product is: [CH3:66][O:65][C:60]1[CH:61]=[CH:62][C:63]2[C:47](=[CH2:48])[CH2:46][N:49]([C:50](=[O:55])[C:51]([F:54])([F:53])[F:52])[CH2:56][CH2:57][C:58]=2[N:59]=1. (6) Given the reactants C([O-])(=O)C.[O:5]=[C:6]1[C@@H:9]([NH3+:10])[CH2:8][NH:7]1.CCN(C(C)C)C(C)C.[CH2:20]([O:27][C:28](N1C=CC=CC1=O)=[O:29])[CH2:21][CH2:22][CH2:23][CH2:24][CH2:25][CH3:26], predict the reaction product. The product is: [CH2:20]([O:27][C:28](=[O:29])[NH:10][C@H:9]1[CH2:8][NH:7][C:6]1=[O:5])[CH2:21][CH2:22][CH2:23][CH2:24][CH2:25][CH3:26]. (7) Given the reactants [CH3:1][O:2][CH:3]([C:8]1[CH:13]=[CH:12][C:11]([N+:14]([O-])=O)=[CH:10][CH:9]=1)[C:4]([O:6][CH3:7])=[O:5], predict the reaction product. The product is: [NH2:14][C:11]1[CH:10]=[CH:9][C:8]([CH:3]([O:2][CH3:1])[C:4]([O:6][CH3:7])=[O:5])=[CH:13][CH:12]=1.